From a dataset of Forward reaction prediction with 1.9M reactions from USPTO patents (1976-2016). Predict the product of the given reaction. (1) Given the reactants C(OC(C1C(=O)OC2C(C=1)=CC(Cl)=C(O)C=2[N+:18]([O-:20])=[O:19])=O)C.[CH2:22]([O:24][C:25]([C:27]1[C:28](=[O:41])[O:29][C:30]2[C:35]([CH:36]=1)=[CH:34][CH:33]=[C:32]([O:37][CH3:38])[C:31]=2[O:39][CH3:40])=[O:26])[CH3:23], predict the reaction product. The product is: [CH2:22]([O:24][C:25]([C:27]1[C:28](=[O:41])[O:29][C:30]2[C:35]([CH:36]=1)=[CH:34][C:33]([N+:18]([O-:20])=[O:19])=[C:32]([O:37][CH3:38])[C:31]=2[O:39][CH3:40])=[O:26])[CH3:23]. (2) Given the reactants [O:1]1[CH2:6][CH2:5][CH2:4][CH2:3][CH:2]1[O:7][C:8]1[CH:9]=[C:10]([CH:21]=[C:22]([O:24][CH:25]2[CH2:30][CH2:29][CH2:28][CH2:27][O:26]2)[CH:23]=1)[C:11](ON1C(=O)CCC1=O)=[O:12].Cl.[NH2:32][CH2:33][C@@H:34]([C:57]([O:59][CH3:60])=[O:58])[NH:35][C:36](=[O:56])[C:37]1[C:42]([Cl:43])=[CH:41][C:40]([C:44]([NH:46][CH2:47][C:48]2[CH:53]=[CH:52][CH:51]=[C:50]([OH:54])[CH:49]=2)=[O:45])=[CH:39][C:38]=1[Cl:55].C(N(CC)CC)C.C(OCC)(=O)C, predict the reaction product. The product is: [O:1]1[CH2:6][CH2:5][CH2:4][CH2:3][CH:2]1[O:7][C:8]1[CH:9]=[C:10]([CH:21]=[C:22]([O:24][CH:25]2[CH2:30][CH2:29][CH2:28][CH2:27][O:26]2)[CH:23]=1)[C:11]([NH:32][CH2:33][C@@H:34]([C:57]([O:59][CH3:60])=[O:58])[NH:35][C:36](=[O:56])[C:37]1[C:42]([Cl:43])=[CH:41][C:40]([C:44]([NH:46][CH2:47][C:48]2[CH:53]=[CH:52][CH:51]=[C:50]([OH:54])[CH:49]=2)=[O:45])=[CH:39][C:38]=1[Cl:55])=[O:12]. (3) Given the reactants [CH3:1][N+:2]([CH3:5])=[CH:3]Cl.[Cl-].CN(C)C=O.P(Cl)(Cl)(Cl)=O.[F:17][C:18]([F:30])([F:29])[C:19]1[CH:24]=[CH:23][C:22]([CH2:25][C:26](O)=[O:27])=[CH:21][CH:20]=1.C([O-])([O-])=O.[Na+].[Na+], predict the reaction product. The product is: [CH3:1][N:2]([CH3:5])[CH:3]=[C:25]([C:22]1[CH:21]=[CH:20][C:19]([C:18]([F:17])([F:29])[F:30])=[CH:24][CH:23]=1)[CH:26]=[O:27]. (4) Given the reactants [O:1]=[C:2]1[C@@H:5]([NH:6][C:7](=[O:16])[O:8][CH2:9][C:10]2[CH:15]=[CH:14][CH:13]=[CH:12][CH:11]=2)[CH2:4][O:3]1.[NH:17]1[CH:21]=[CH:20][CH:19]=[N:18]1, predict the reaction product. The product is: [CH2:9]([O:8][C:7]([NH:6][C@@H:5]([CH2:4][N:17]1[CH:21]=[CH:20][CH:19]=[N:18]1)[C:2]([OH:3])=[O:1])=[O:16])[C:10]1[CH:15]=[CH:14][CH:13]=[CH:12][CH:11]=1. (5) Given the reactants [C:1](Cl)(=[O:6])[C:2]([CH3:5])([CH3:4])[CH3:3].[F:8][C:9]([F:20])([F:19])[O:10][C:11]1[CH:18]=[CH:17][C:14]([CH2:15][NH2:16])=[CH:13][CH:12]=1, predict the reaction product. The product is: [F:8][C:9]([F:19])([F:20])[O:10][C:11]1[CH:18]=[CH:17][C:14]([CH2:15][NH:16][C:1](=[O:6])[C:2]([CH3:5])([CH3:4])[CH3:3])=[CH:13][CH:12]=1. (6) The product is: [CH3:11][O:12][C:13]([C@@H:14]([N:10]1[CH2:9][C:8]2[CH:7]=[CH:6][S:2][C:3]=2[CH2:4][CH2:5]1)[C:15]1[CH:20]=[CH:19][CH:18]=[CH:17][C:16]=1[Cl:21])=[O:23]. Given the reactants Cl.[S:2]1[C:6]2=[CH:7][CH:8]=[CH:9][NH:10][CH:5]2[CH2:4][CH2:3]1.[CH3:11][O:12][C:13](=[O:23])[CH:14](Br)[C:15]1[CH:20]=[CH:19][CH:18]=[CH:17][C:16]=1[Cl:21].CN(C=O)C.C(=O)([O-])[O-].[K+].[K+], predict the reaction product. (7) The product is: [CH3:25][C:19]1[C:18]([O:17][C:11]2[C:12]([C:15]#[N:16])=[N:13][CH:14]=[C:9]([S:7][C:2]3[CH:3]=[CH:4][CH:5]=[CH:6][N:1]=3)[CH:10]=2)=[C:23]([CH3:24])[CH:22]=[CH:21][N:20]=1. Given the reactants [NH:1]1[CH:6]=[CH:5][CH:4]=[CH:3][C:2]1=[S:7].Br[C:9]1[CH:10]=[C:11]([O:17][C:18]2[C:19]([CH3:25])=[N:20][CH:21]=[CH:22][C:23]=2[CH3:24])[C:12]([C:15]#[N:16])=[N:13][CH:14]=1.CN(C=O)C.[H-].[Na+], predict the reaction product. (8) Given the reactants C(Cl)(=O)C(Cl)=O.CS(C)=O.[C:11]([C:13]1[CH:18]=[CH:17][C:16]([CH:19]([N:24]2[CH:28]=[CH:27][N:26]=[C:25]2[CH3:29])[CH2:20][CH2:21][CH2:22][OH:23])=[CH:15][C:14]=1[F:30])#[N:12].C(N(CC)CC)C, predict the reaction product. The product is: [C:11]([C:13]1[CH:18]=[CH:17][C:16]([CH:19]([N:24]2[CH:28]=[CH:27][N:26]=[C:25]2[CH3:29])[CH2:20][CH2:21][CH:22]=[O:23])=[CH:15][C:14]=1[F:30])#[N:12]. (9) Given the reactants [N:1]1[CH:2]=[CH:3][N:4]2[CH:9]=[CH:8][C:7]([CH2:10][OH:11])=[CH:6][C:5]=12, predict the reaction product. The product is: [N:1]1[CH:2]=[CH:3][N:4]2[CH:9]=[CH:8][C:7]([CH:10]=[O:11])=[CH:6][C:5]=12.